Dataset: Full USPTO retrosynthesis dataset with 1.9M reactions from patents (1976-2016). Task: Predict the reactants needed to synthesize the given product. Given the product [C:1]([N:3]=[C:4]([N:16]1[CH2:21][CH2:20][N:19]([C:22]2[S:23][C:24]([C:27]([N:34]([CH3:35])[CH3:33])=[O:28])=[CH:25][N:26]=2)[CH2:18][CH:17]1[CH:30]([CH3:32])[CH3:31])[NH:5][C:6]1[CH:15]=[CH:14][CH:13]=[C:12]2[C:7]=1[CH:8]=[CH:9][CH:10]=[N:11]2)#[N:2], predict the reactants needed to synthesize it. The reactants are: [C:1]([N:3]=[C:4]([N:16]1[CH2:21][CH2:20][N:19]([C:22]2[S:23][C:24]([C:27](O)=[O:28])=[CH:25][N:26]=2)[CH2:18][CH:17]1[CH:30]([CH3:32])[CH3:31])[NH:5][C:6]1[CH:15]=[CH:14][CH:13]=[C:12]2[C:7]=1[CH:8]=[CH:9][CH:10]=[N:11]2)#[N:2].[CH3:33][NH:34][CH3:35].